This data is from Full USPTO retrosynthesis dataset with 1.9M reactions from patents (1976-2016). The task is: Predict the reactants needed to synthesize the given product. (1) Given the product [CH3:24][NH:23][C:21]([C:17]1[C:16]2[CH:25]=[CH:26][C:13]([O:12][C:5]3[C:4]4[C:9](=[CH:10][CH:11]=[C:2]([O:1][CH2:28][CH2:29][CH:30]5[CH2:34][CH2:33][CH2:32][N:31]5[CH3:35])[CH:3]=4)[N:8]=[CH:7][CH:6]=3)=[CH:14][C:15]=2[S:19][C:18]=1[CH3:20])=[O:22], predict the reactants needed to synthesize it. The reactants are: [OH:1][C:2]1[CH:3]=[C:4]2[C:9](=[CH:10][CH:11]=1)[N:8]=[CH:7][CH:6]=[C:5]2[O:12][C:13]1[CH:26]=[CH:25][C:16]2[C:17]([C:21]([NH:23][CH3:24])=[O:22])=[C:18]([CH3:20])[S:19][C:15]=2[CH:14]=1.Br[CH2:28][CH2:29][CH:30]1[CH2:34][CH2:33][CH2:32][N:31]1[CH3:35].C([O-])([O-])=O.[Cs+].[Cs+]. (2) Given the product [O:21]1[C:22]2[CH:23]=[CH:9][CH:4]=[CH:5][C:6]=2[CH:19]=[C:20]1[C:2]1[N:11]=[C:10]([NH:16][CH2:15][CH2:14][N:13]([CH3:17])[CH3:12])[C:9]2[C:4](=[CH:5][CH:6]=[CH:7][CH:8]=2)[N:3]=1, predict the reactants needed to synthesize it. The reactants are: Cl[C:2]1[N:11]=[CH:10][C:9]2[C:4](=[CH:5][CH:6]=[CH:7][CH:8]=2)[N:3]=1.[CH3:12][N:13]([CH3:17])[CH2:14][CH2:15][NH2:16].O1[CH2:23][CH2:22][O:21][CH2:20][CH2:19]1. (3) Given the product [Cl:22][C:16]1[C:15]([CH3:23])=[C:14]([NH:13][S:9](/[CH:1]=[CH:2]/[C:3]2[CH:8]=[CH:7][CH:6]=[CH:5][CH:4]=2)(=[O:11])=[O:10])[CH:21]=[CH:20][C:17]=1[C:18]#[N:19], predict the reactants needed to synthesize it. The reactants are: [CH:1]([S:9](Cl)(=[O:11])=[O:10])=[CH:2][C:3]1[CH:8]=[CH:7][CH:6]=[CH:5][CH:4]=1.[NH2:13][C:14]1[CH:21]=[CH:20][C:17]([C:18]#[N:19])=[C:16]([Cl:22])[C:15]=1[CH3:23]. (4) Given the product [S:8]1[C:12]2[CH:13]=[CH:14][CH:15]=[CH:16][C:11]=2[N:10]=[C:9]1[NH:17][C:18]([C:20]1[CH:21]=[CH:22][CH:23]=[C:24]2[C:29]=1[CH2:28][N:27]([C:30]1[S:31][C:32]([CH2:38][CH2:39][CH2:40][O:41][C:42]3[CH:43]=[CH:44][C:45]([C:48]4[N:57]=[CH:58][CH:59]=[CH:60][N:55]=4)=[CH:46][CH:47]=3)=[C:33]([C:35]([OH:37])=[O:36])[N:34]=1)[CH2:26][CH2:25]2)=[O:19], predict the reactants needed to synthesize it. The reactants are: C(O)(C(F)(F)F)=O.[S:8]1[C:12]2[CH:13]=[CH:14][CH:15]=[CH:16][C:11]=2[N:10]=[C:9]1[NH:17][C:18]([C:20]1[CH:21]=[CH:22][CH:23]=[C:24]2[C:29]=1[CH2:28][N:27]([C:30]1[S:31][C:32]([CH2:38][CH2:39][CH2:40][O:41][C:42]3[CH:47]=[CH:46][C:45]([C:48]4C(C#N)=CSC=4)=[CH:44][CH:43]=3)=[C:33]([C:35]([OH:37])=[O:36])[N:34]=1)[CH2:26][CH2:25]2)=[O:19].[N:55]1[CH:60]=[CH:59][CH:58]=[N:57]C=1C1C=CC(O)=CC=1. (5) Given the product [CH3:6][O:7][N:8]1[C:17]2[C:12](=[CH:13][CH:14]=[CH:15][CH:16]=2)[CH2:11][C@@H:10]([NH:18][C:2](=[O:3])[O:4][CH3:5])[C:9]1=[O:19], predict the reactants needed to synthesize it. The reactants are: Cl[C:2]([O:4][CH3:5])=[O:3].[CH3:6][O:7][N:8]1[C:17]2[C:12](=[CH:13][CH:14]=[CH:15][CH:16]=2)[CH2:11][C@@H:10]([NH2:18])[C:9]1=[O:19].C(=O)(O)[O-].[Na+]. (6) Given the product [F:22][C:16]1[CH:17]=[C:18]([F:21])[CH:19]=[CH:20][C:15]=1[C:13]1[C:12]([F:23])=[CH:11][N:10]=[C:9]([NH:33][C:32]2[CH:34]=[C:35]([C:37]([F:38])([F:39])[F:40])[CH:36]=[C:30]([CH2:29][S:28][CH2:27][CH2:26][O:25][CH3:24])[CH:31]=2)[N:14]=1, predict the reactants needed to synthesize it. The reactants are: Cl.O1CCOCC1.Cl[C:9]1[N:14]=[C:13]([C:15]2[CH:20]=[CH:19][C:18]([F:21])=[CH:17][C:16]=2[F:22])[C:12]([F:23])=[CH:11][N:10]=1.[CH3:24][O:25][CH2:26][CH2:27][S:28][CH2:29][C:30]1[CH:31]=[C:32]([CH:34]=[C:35]([C:37]([F:40])([F:39])[F:38])[CH:36]=1)[NH2:33].